From a dataset of Forward reaction prediction with 1.9M reactions from USPTO patents (1976-2016). Predict the product of the given reaction. (1) Given the reactants Cl[C:2]1[C:3]2[C:4](=[CH:13][N:14](CC3C=CC(OC)=CC=3)[N:15]=2)[N:5]=[C:6]([C:8]2[CH:12]=[CH:11][S:10][CH:9]=2)[N:7]=1.[NH2:25][C:26]1[CH:31]=[CH:30][C:29]([N:32]2[CH2:37][CH2:36][N:35]([C:38](=[O:40])[CH3:39])[CH2:34][CH2:33]2)=[CH:28][CH:27]=1.Cl, predict the reaction product. The product is: [S:10]1[CH:11]=[CH:12][C:8]([C:6]2[N:7]=[C:2]([NH:25][C:26]3[CH:27]=[CH:28][C:29]([N:32]4[CH2:33][CH2:34][N:35]([C:38](=[O:40])[CH3:39])[CH2:36][CH2:37]4)=[CH:30][CH:31]=3)[C:3]3[NH:15][N:14]=[CH:13][C:4]=3[N:5]=2)=[CH:9]1. (2) Given the reactants [Cl:1][C:2]1[CH:10]=[CH:9][C:8]([O:11][CH2:12][C:13]2[CH:18]=[CH:17][CH:16]=[C:15]([Cl:19])[CH:14]=2)=[CH:7][C:3]=1[C:4]([OH:6])=O.Cl.CN(C)CCN=C=NCC.[NH2:31][C:32]1[CH:37]=[CH:36][C:35]([CH2:38][C:39]([O:41][CH2:42][CH3:43])=[O:40])=[CH:34][C:33]=1[Cl:44], predict the reaction product. The product is: [Cl:44][C:33]1[CH:34]=[C:35]([CH2:38][C:39]([O:41][CH2:42][CH3:43])=[O:40])[CH:36]=[CH:37][C:32]=1[NH:31][C:4]([C:3]1[CH:7]=[C:8]([O:11][CH2:12][C:13]2[CH:18]=[CH:17][CH:16]=[C:15]([Cl:19])[CH:14]=2)[CH:9]=[CH:10][C:2]=1[Cl:1])=[O:6]. (3) The product is: [CH3:1][O:2][C:3]1[CH:8]=[CH:7][C:6]([CH3:9])=[C:5]([CH:4]=1)[NH2:10]. Given the reactants [CH3:1][O:2][C:3]1[CH:8]=[CH:7][C:6]([CH3:9])=[C:5]([N+:10]([O-])=O)[CH:4]=1.O.NN, predict the reaction product.